The task is: Predict which catalyst facilitates the given reaction.. This data is from Catalyst prediction with 721,799 reactions and 888 catalyst types from USPTO. (1) Reactant: [NH2:1][C:2]1[CH:10]=[C:9]([F:11])[CH:8]=[CH:7][C:3]=1[C:4](O)=[O:5].[NH2:12][C:13](N)=[O:14].Cl. Product: [F:11][C:9]1[CH:10]=[C:2]2[C:3]([C:4](=[O:5])[NH:12][C:13](=[O:14])[NH:1]2)=[CH:7][CH:8]=1. The catalyst class is: 5. (2) Reactant: [CH3:1][O:2][C:3]([C@@H:5]1[C@@H:10]2[CH2:11][C@@H:7]([CH:8]=[CH:9]2)[N:6]1[C@@H](C1C=CC=CC=1)C)=[O:4].[C:28](O[C:28]([O:30][C:31]([CH3:34])([CH3:33])[CH3:32])=[O:29])([O:30][C:31]([CH3:34])([CH3:33])[CH3:32])=[O:29]. Product: [CH3:1][O:2][C:3]([C@@H:5]1[C@@H:10]2[CH2:11][C@@H:7]([CH2:8][CH2:9]2)[N:6]1[C:28]([O:30][C:31]([CH3:32])([CH3:33])[CH3:34])=[O:29])=[O:4]. The catalyst class is: 50. (3) Reactant: [NH:1]1[C:5]([C:6]([O:8][CH2:9][CH3:10])=[O:7])=[CH:4][C:3]([C:11]([O:13][CH2:14][CH3:15])=[O:12])=[N:2]1.C(=O)([O-])[O-].[K+].[K+].Br[CH2:23][CH2:24][CH2:25][CH2:26][C:27]([O:29][CH2:30][CH3:31])=[O:28]. Product: [CH2:30]([O:29][C:27](=[O:28])[CH2:26][CH2:25][CH2:24][CH2:23][N:1]1[C:5]([C:6]([O:8][CH2:9][CH3:10])=[O:7])=[CH:4][C:3]([C:11]([O:13][CH2:14][CH3:15])=[O:12])=[N:2]1)[CH3:31]. The catalyst class is: 10. (4) Reactant: C([O:4][C@H:5]1[C@@H:30]([O:31]C(=O)C)[C@H:29]([O:35]C(=O)C)[C@@H:28]([CH2:39][O:40]C(=O)C)[O:27][C@@H:6]1[O:7][C:8]1[CH:13]=[CH:12][C:11]([N:14]2[C:22]3[C:17](=[CH:18][C:19]([N+:23]([O-:25])=[O:24])=[CH:20][CH:21]=3)[CH2:16][CH2:15]2)=[CH:10][C:9]=1[Cl:26])(=O)C.C[O-].[Na+]. Product: [O:7]([C:8]1[CH:13]=[CH:12][C:11]([N:14]2[C:22]3[C:17](=[CH:18][C:19]([N+:23]([O-:25])=[O:24])=[CH:20][CH:21]=3)[CH2:16][CH2:15]2)=[CH:10][C:9]=1[Cl:26])[C@H:6]1[O:27][C@H:28]([CH2:39][OH:40])[C@@H:29]([OH:35])[C@H:30]([OH:31])[C@@H:5]1[OH:4]. The catalyst class is: 5. (5) Reactant: [Li]CCCC.Br[C:7]1[CH:12]=[CH:11][CH:10]=[CH:9][C:8]=1[S:13][C:14]1[CH:19]=[CH:18][C:17]([Cl:20])=[CH:16][CH:15]=1.[C:21]([O:25][C:26]([N:28]1[CH2:33][CH2:32][C:31](=[O:34])[CH2:30][CH2:29]1)=[O:27])([CH3:24])([CH3:23])[CH3:22].[NH4+].[Cl-]. Product: [C:21]([O:25][C:26]([N:28]1[CH2:33][CH2:32][C:31]([OH:34])([C:7]2[CH:12]=[CH:11][CH:10]=[CH:9][C:8]=2[S:13][C:14]2[CH:19]=[CH:18][C:17]([Cl:20])=[CH:16][CH:15]=2)[CH2:30][CH2:29]1)=[O:27])([CH3:24])([CH3:22])[CH3:23]. The catalyst class is: 1. (6) Reactant: C([N:8]1[C:17]2[C:12](=[CH:13][C:14]([O:18][C:19](=[O:28])[NH:20][C:21]3[CH:26]=[CH:25][CH:24]=[C:23]([Br:27])[CH:22]=3)=[CH:15][CH:16]=2)[CH2:11][CH2:10][CH2:9]1)C1C=CC=CC=1.[H][H]. Product: [NH:8]1[C:17]2[C:12](=[CH:13][C:14]([O:18][C:19](=[O:28])[NH:20][C:21]3[CH:26]=[CH:25][CH:24]=[C:23]([Br:27])[CH:22]=3)=[CH:15][CH:16]=2)[CH2:11][CH2:10][CH2:9]1. The catalyst class is: 29. (7) Reactant: [N:1]1[CH:6]=[CH:5][CH:4]=[CH:3][C:2]=1[S:7]([O-:9])=[O:8].[Na+].ClN1C(=O)CCC1=O.S(Cl)(Cl)(=O)=O.[NH2:24][C:25]1[C:26]([F:47])=[C:27]([C:31]2[N:32]=[C:33]([C:43]([CH3:46])([CH3:45])[CH3:44])[S:34][C:35]=2[C:36]2[CH:41]=[CH:40][N:39]=[C:38]([NH2:42])[N:37]=2)[CH:28]=[CH:29][CH:30]=1.N1C=CC=CC=1. Product: [NH2:42][C:38]1[N:37]=[C:36]([C:35]2[S:34][C:33]([C:43]([CH3:45])([CH3:46])[CH3:44])=[N:32][C:31]=2[C:27]2[C:26]([F:47])=[C:25]([NH:24][S:7]([C:2]3[CH:3]=[CH:4][CH:5]=[CH:6][N:1]=3)(=[O:9])=[O:8])[CH:30]=[CH:29][CH:28]=2)[CH:41]=[CH:40][N:39]=1. The catalyst class is: 4. (8) Reactant: [CH3:1][NH:2][C:3]1[N:8]=[C:7]([N:9]2[CH2:14][CH2:13][N:12]([CH3:15])[CH2:11][CH2:10]2)[N:6]=[C:5]([N:16]2[CH2:21][CH2:20][CH:19]([C:22](O)=[O:23])[CH2:18][CH2:17]2)[N:4]=1.C(O)(C(F)(F)F)=O.[F:32][C:33]([F:43])([F:42])[C:34]1[CH:41]=[CH:40][CH:39]=[CH:38][C:35]=1[CH2:36][NH2:37].Cl.C(N=C=NCCCN(C)C)C. Product: [CH3:1][NH:2][C:3]1[N:8]=[C:7]([N:9]2[CH2:14][CH2:13][N:12]([CH3:15])[CH2:11][CH2:10]2)[N:6]=[C:5]([N:16]2[CH2:17][CH2:18][CH:19]([C:22]([NH:37][CH2:36][C:35]3[CH:38]=[CH:39][CH:40]=[CH:41][C:34]=3[C:33]([F:32])([F:42])[F:43])=[O:23])[CH2:20][CH2:21]2)[N:4]=1. The catalyst class is: 166. (9) Reactant: [CH3:1][C:2]1[C:7]([OH:8])=[CH:6][CH:5]=[CH:4][N:3]=1.[H-].[Na+].Br[C:12]1[CH:13]=[C:14]([N+]([O-])=O)[C:15]([C:18]#[N:19])=[N:16][CH:17]=1.[N:23]1[CH:28]=[CH:27][CH:26]=[CH:25][C:24]=1[SH:29]. Product: [CH3:1][C:2]1[C:7]([O:8][C:14]2[C:15]([C:18]#[N:19])=[N:16][CH:17]=[C:12]([S:29][C:24]3[CH:25]=[CH:26][CH:27]=[CH:28][N:23]=3)[CH:13]=2)=[CH:6][CH:5]=[CH:4][N:3]=1. The catalyst class is: 3.